Dataset: Reaction yield outcomes from USPTO patents with 853,638 reactions. Task: Predict the reaction yield, written as a fraction of the theoretical maximum amount of product (1.0 means a 100% yield; for example, 0.34 means a 34% yield). (1) The reactants are Cl[C:2]1[C:3]([C:10]([O:12][CH3:13])=[O:11])=[N:4][N:5]([CH3:9])[C:6](=[O:8])[CH:7]=1.[F:14][C:15]1[CH:21]=[CH:20][CH:19]=[CH:18][C:16]=1[NH2:17]. The yield is 0.610. The product is [F:14][C:15]1[CH:21]=[CH:20][CH:19]=[CH:18][C:16]=1[NH:17][C:2]1[C:3]([C:10]([O:12][CH3:13])=[O:11])=[N:4][N:5]([CH3:9])[C:6](=[O:8])[CH:7]=1. No catalyst specified. (2) The reactants are [CH2:1]([O:8][C:9]1[CH:14]=[C:13]([O:15][CH3:16])[C:12](Br)=[CH:11][C:10]=1[O:18][CH3:19])[C:2]1[CH:7]=[CH:6][CH:5]=[CH:4][CH:3]=1.[B:20](OC(C)C)([O:25]C(C)C)[O:21]C(C)C. No catalyst specified. The product is [CH2:1]([O:8][C:9]1[C:10]([O:18][CH3:19])=[CH:11][C:12]([B:20]([OH:25])[OH:21])=[C:13]([O:15][CH3:16])[CH:14]=1)[C:2]1[CH:7]=[CH:6][CH:5]=[CH:4][CH:3]=1. The yield is 0.620. (3) The reactants are [Cl:1][C:2]1[CH:7]=[CH:6][CH:5]=[CH:4][C:3]=1[N+:8]([O-])=[O:9].[Cl-].[NH4+]. The catalyst is O.[Zn]. The product is [Cl:1][C:2]1[CH:7]=[CH:6][CH:5]=[CH:4][C:3]=1[NH:8][OH:9]. The yield is 0.769. (4) The reactants are [CH3:1][CH:2]1[O:7][C:6]2[CH:8]=[CH:9][C:10]([N+:12]([O-:14])=[O:13])=[CH:11][C:5]=2[NH:4][CH2:3]1.C(N(C(C)C)CC)(C)C.[C:24](Cl)(=[O:27])[CH:25]=[CH2:26]. The catalyst is ClCCl. The product is [CH3:1][CH:2]1[O:7][C:6]2[CH:8]=[CH:9][C:10]([N+:12]([O-:14])=[O:13])=[CH:11][C:5]=2[N:4]([C:24](=[O:27])[CH:25]=[CH2:26])[CH2:3]1. The yield is 0.550. (5) The reactants are [C:1]([NH:4][C:5]1[CH:10]=[C:9]([C:11]2[CH:16]=[CH:15][C:14]([Cl:17])=[C:13]([O:18][CH3:19])[C:12]=2[F:20])[N:8]=[C:7]([C:21]([O:23][CH3:24])=[O:22])[C:6]=1[OH:25])(=[O:3])[CH3:2].[C:26]1(P(C2C=CC=CC=2)C2C=CC=CC=2)C=CC=CC=1.N(C(OCC)=O)=NC(OCC)=O.CO. The catalyst is C1COCC1.CCOC(C)=O.C1CCCCC1. The product is [C:1]([NH:4][C:5]1[CH:10]=[C:9]([C:11]2[CH:16]=[CH:15][C:14]([Cl:17])=[C:13]([O:18][CH3:19])[C:12]=2[F:20])[N:8]=[C:7]([C:21]([O:23][CH3:24])=[O:22])[C:6]=1[O:25][CH3:26])(=[O:3])[CH3:2]. The yield is 0.430. (6) The reactants are [O:1]=[C:2]1[CH:6]=[C:5]([C@H:7]2[CH2:12][CH2:11][N:10](C(OC)=O)[C@@H:9]([C:17]3[CH:22]=[CH:21][CH:20]=[CH:19][CH:18]=3)[CH2:8]2)[O:4][NH:3]1.Br. No catalyst specified. The product is [C:17]1([C@H:9]2[CH2:8][C@@H:7]([C:5]3[O:4][NH:3][C:2](=[O:1])[CH:6]=3)[CH2:12][CH2:11][NH:10]2)[CH:18]=[CH:19][CH:20]=[CH:21][CH:22]=1. The yield is 0.610. (7) The product is [NH:1]1[C:9]2[C:4](=[CH:5][CH:6]=[CH:7][CH:8]=2)[CH:3]=[C:2]1[S:10]([O-:13])(=[O:12])=[O:11].[Na+:14]. The catalyst is C(O)C.O. The yield is 0.910. The reactants are [NH:1]1[C:9]2[C:4](=[CH:5][CH:6]=[CH:7][CH:8]=2)[CH:3]=[CH:2]1.[S:10](=[O:13])([OH:12])[O-:11].[Na+:14]. (8) The reactants are P(Cl)(Cl)(Cl)=O.[CH:6]([C:9]1[CH:17]=[C:12]2[CH:13]=[CH:14][CH:15]=[CH:16][N:11]2[N:10]=1)([CH3:8])[CH3:7].[OH-].[Na+].CN([CH:23]=[O:24])C. No catalyst specified. The product is [CH:6]([C:9]1[C:17]([CH:23]=[O:24])=[C:12]2[CH:13]=[CH:14][CH:15]=[CH:16][N:11]2[N:10]=1)([CH3:8])[CH3:7]. The yield is 0.820. (9) No catalyst specified. The yield is 0.690. The product is [CH:1]([O:4][C:5]1[CH:10]=[CH:9][CH:8]=[CH:7][C:6]=1[O:11][C:13]1[CH:18]=[CH:17][CH:16]=[CH:15][C:14]=1[N+:19]([O-:21])=[O:20])([CH3:3])[CH3:2].[CH:38]([O:41][C:42]1[CH:55]=[CH:54][CH:53]=[CH:52][C:43]=1[O:44][C:45]1[CH:51]=[CH:50][CH:49]=[CH:48][C:46]=1[NH:47][C:22]([NH:56][C:57]1[S:58][CH:59]=[CH:60][N:61]=1)=[O:23])([CH3:40])[CH3:39]. The reactants are [CH:1]([O:4][C:5]1[CH:10]=[CH:9][CH:8]=[CH:7][C:6]=1[OH:11])([CH3:3])[CH3:2].F[C:13]1[CH:18]=[CH:17][CH:16]=[CH:15][C:14]=1[N+:19]([O-:21])=[O:20].[CH3:22][O:23]C1C=CC=CC=1OC1C=CC=CC=1N.[CH:38]([O:41][C:42]1[CH:55]=[CH:54][CH:53]=[CH:52][C:43]=1[O:44][C:45]1[CH:51]=[CH:50][CH:49]=[CH:48][C:46]=1[NH2:47])([CH3:40])[CH3:39].[NH2:56][C:57]1[S:58][CH:59]=[CH:60][N:61]=1.